This data is from Ames mutagenicity test results for genotoxicity prediction. The task is: Regression/Classification. Given a drug SMILES string, predict its toxicity properties. Task type varies by dataset: regression for continuous values (e.g., LD50, hERG inhibition percentage) or binary classification for toxic/non-toxic outcomes (e.g., AMES mutagenicity, cardiotoxicity, hepatotoxicity). Dataset: ames. (1) The molecule is O=C(O)CCC(=O)Nc1cc(Cl)cc(Cl)c1. The result is 0 (non-mutagenic). (2) The drug is COC(=O)Nc1nc2cc(/C(=N/O)c3ccc(F)cc3)ccc2[nH]1. The result is 1 (mutagenic). (3) The compound is c1ccc2c(c1)ccc1ncccc12. The result is 1 (mutagenic). (4) The compound is Nc1cccc([N+](=O)[O-])c1O. The result is 0 (non-mutagenic). (5) The molecule is O=C(O)/C=C/c1ccc([N+](=O)[O-])cc1. The result is 1 (mutagenic). (6) The drug is Nc1cc([N+](=O)[O-])ccc1C(=O)O. The result is 1 (mutagenic).